Dataset: Reaction yield outcomes from USPTO patents with 853,638 reactions. Task: Predict the reaction yield, written as a fraction of the theoretical maximum amount of product (1.0 means a 100% yield; for example, 0.34 means a 34% yield). (1) The product is [CH3:14][O:7][C:6](=[O:8])[C:5]1[CH:9]=[CH:10][C:2]([Br:1])=[CH:3][C:4]=1[N+:11]([O-:13])=[O:12]. The reactants are [Br:1][C:2]1[CH:10]=[CH:9][C:5]([C:6]([OH:8])=[O:7])=[C:4]([N+:11]([O-:13])=[O:12])[CH:3]=1.[CH3:14]I.O. The yield is 0.900. The catalyst is CN(C)C=O. (2) The product is [Cl:24][C:25]1[CH:30]=[CH:29][C:28]([C:2]2[CH:23]=[CH:22][C:5]3[C:6]4[N:7]([CH:11]=[C:12]([C:14]5[N:18]([CH:19]([CH3:21])[CH3:20])[N:17]=[CH:16][N:15]=5)[N:13]=4)[CH2:8][CH2:9][O:10][C:4]=3[CH:3]=2)=[CH:27][CH:26]=1. The catalyst is C1C=CC(P(C2C=CC=CC=2)[C-]2C=CC=C2)=CC=1.C1C=CC(P(C2C=CC=CC=2)[C-]2C=CC=C2)=CC=1.Cl[Pd]Cl.[Fe+2].O1CCOCC1.O. The reactants are Br[C:2]1[CH:23]=[CH:22][C:5]2[C:6]3[N:7]([CH:11]=[C:12]([C:14]4[N:18]([CH:19]([CH3:21])[CH3:20])[N:17]=[CH:16][N:15]=4)[N:13]=3)[CH2:8][CH2:9][O:10][C:4]=2[CH:3]=1.[Cl:24][C:25]1[CH:30]=[CH:29][C:28](B(O)O)=[CH:27][CH:26]=1.C([O-])([O-])=O.[Cs+].[Cs+]. The yield is 0.210. (3) The reactants are I[C:2]1[CH:3]=[C:4]([CH:8]=[CH:9][CH:10]=1)[C:5]([NH2:7])=[O:6].C(NC(C)C)(C)C.[CH3:18][Si:19]([C:22]#[CH:23])([CH3:21])[CH3:20]. The catalyst is Cl[Pd](Cl)([P](C1C=CC=CC=1)(C1C=CC=CC=1)C1C=CC=CC=1)[P](C1C=CC=CC=1)(C1C=CC=CC=1)C1C=CC=CC=1.[Cu]I.CN(C=O)C. The product is [CH3:18][Si:19]([C:22]#[C:23][C:2]1[CH:3]=[C:4]([CH:8]=[CH:9][CH:10]=1)[C:5]([NH2:7])=[O:6])([CH3:21])[CH3:20]. The yield is 0.650. (4) The reactants are [F:1][C:2]1[CH:3]=[C:4]([N:8]2[C:12]([NH2:13])=[CH:11][C:10]([CH:14]([CH3:16])[CH3:15])=[N:9]2)[CH:5]=[N:6][CH:7]=1.Cl[C:18]([O:20][C:21]1[CH:26]=[CH:25][CH:24]=[CH:23][CH:22]=1)=[O:19]. No catalyst specified. The product is [F:1][C:2]1[CH:3]=[C:4]([N:8]2[C:12]([NH:13][C:18](=[O:19])[O:20][C:21]3[CH:26]=[CH:25][CH:24]=[CH:23][CH:22]=3)=[CH:11][C:10]([CH:14]([CH3:16])[CH3:15])=[N:9]2)[CH:5]=[N:6][CH:7]=1. The yield is 0.350. (5) The reactants are [CH2:1]([NH2:5])[CH2:2][CH2:3][CH3:4].[CH2:6]([O:10][C:11]1[CH:16]=[C:15](/[CH:17]=[C:18](\[O:23][CH3:24])/[C:19]([O:21][CH3:22])=[O:20])[CH:14]=[CH:13][C:12]=1[C:25]1[CH:30]=[CH:29][CH:28]=[C:27]([N:31]([CH3:44])[C:32]([O:34]C2C=CC([N+]([O-])=O)=CC=2)=O)[CH:26]=1)[CH2:7][CH2:8][CH3:9].O.C(OCC)(=O)C. The catalyst is CN(C)C=O. The product is [CH2:6]([O:10][C:11]1[CH:16]=[C:15](/[CH:17]=[C:18](\[O:23][CH3:24])/[C:19]([O:21][CH3:22])=[O:20])[CH:14]=[CH:13][C:12]=1[C:25]1[CH:30]=[CH:29][CH:28]=[C:27]([N:31]([CH3:44])[C:32]([NH:5][CH2:1][CH2:2][CH2:3][CH3:4])=[O:34])[CH:26]=1)[CH2:7][CH2:8][CH3:9]. The yield is 0.670.